From a dataset of Peptide-MHC class I binding affinity with 185,985 pairs from IEDB/IMGT. Regression. Given a peptide amino acid sequence and an MHC pseudo amino acid sequence, predict their binding affinity value. This is MHC class I binding data. (1) The peptide sequence is AYIAFPTSCHMFI. The MHC is HLA-B08:01 with pseudo-sequence HLA-B08:01. The binding affinity (normalized) is 0.158. (2) The peptide sequence is IILFILFFAY. The MHC is HLA-A68:01 with pseudo-sequence HLA-A68:01. The binding affinity (normalized) is 0.465.